From a dataset of Full USPTO retrosynthesis dataset with 1.9M reactions from patents (1976-2016). Predict the reactants needed to synthesize the given product. (1) Given the product [NH2:8][C:7]1[C:2]([Cl:1])=[CH:3][CH:4]=[CH:5][C:6]=1[SH:10], predict the reactants needed to synthesize it. The reactants are: [Cl:1][C:2]1[C:7]2[N:8]=C(N)[S:10][C:6]=2[CH:5]=[CH:4][CH:3]=1.[OH-].[K+].CC(O)=O. (2) Given the product [CH3:2][O:3][C:4]1[CH:5]=[C:6]([C:12]2[C:16]3([CH2:17][CH2:18][CH2:19][CH2:20]3)[C:15](=[O:21])[N:14]([CH:22]3[CH2:23][CH2:24][N:25]([S:36]([C:31]4[CH:32]=[CH:33][CH:34]=[CH:35][C:30]=4[C:28]#[N:29])(=[O:38])=[O:37])[CH2:26][CH2:27]3)[N:13]=2)[CH:7]=[CH:8][C:9]=1[O:10][CH3:11], predict the reactants needed to synthesize it. The reactants are: Cl.[CH3:2][O:3][C:4]1[CH:5]=[C:6]([C:12]2[C:16]3([CH2:20][CH2:19][CH2:18][CH2:17]3)[C:15](=[O:21])[N:14]([CH:22]3[CH2:27][CH2:26][NH:25][CH2:24][CH2:23]3)[N:13]=2)[CH:7]=[CH:8][C:9]=1[O:10][CH3:11].[C:28]([C:30]1[CH:35]=[CH:34][CH:33]=[CH:32][C:31]=1[S:36](Cl)(=[O:38])=[O:37])#[N:29].